This data is from Full USPTO retrosynthesis dataset with 1.9M reactions from patents (1976-2016). The task is: Predict the reactants needed to synthesize the given product. (1) The reactants are: C([Si](C)(C)[O:6][C:7]([C:16]1[CH:21]=[CH:20][C:19]([CH:22]([S:24]([C:27]2[CH:32]=[CH:31][CH:30]=[CH:29][CH:28]=2)(=[O:26])=[O:25])[CH3:23])=[CH:18][CH:17]=1)([C:12]([F:15])([F:14])[F:13])[C:8]([F:11])([F:10])[F:9])(C)(C)C.[F-].C([N+](CCCC)(CCCC)CCCC)CCC.C1C[O:56]CC1. Given the product [C:7]([OH:6])([C:12]([F:15])([F:14])[F:13])=[O:56].[F:11][C:8]([F:9])([F:10])[C:7]([C:16]1[CH:17]=[CH:18][C:19]([CH:22]([S:24]([C:27]2[CH:32]=[CH:31][CH:30]=[CH:29][CH:28]=2)(=[O:25])=[O:26])[CH3:23])=[CH:20][CH:21]=1)([OH:6])[C:12]([F:15])([F:14])[F:13], predict the reactants needed to synthesize it. (2) Given the product [Cl:36][C:30]1[CH:31]=[CH:32][C:33]2[C:34](=[O:35])[C:25]3[C:23](=[O:24])[N:8]([CH2:6][C:25]4[CH:34]=[CH:33][C:53]([C:52](=[O:51])[N:8]([CH3:23])[CH3:6])=[CH:37][CH:26]=4)[N:39]=[C:37]([OH:38])[C:26]=3[NH:27][C:28]=2[CH:29]=1, predict the reactants needed to synthesize it. The reactants are: C(O[C:6]([N:8]([C:23]([C:25]1[C:34](=[O:35])[C:33]2[C:28](=[CH:29][C:30]([Cl:36])=[CH:31][CH:32]=2)[NH:27][C:26]=1[C:37]([N:39]1CCCC1)=[O:38])=[O:24])NCC1C=CC(OC(=O)N(C)C)=CC=1)=O)(C)(C)C.CS(O)(=O)=O.C([O:51][CH2:52][CH3:53])C.O. (3) Given the product [Cl:1][C:2]1[C:7]([CH2:8][CH2:9][C:10]([OH:12])=[O:11])=[CH:6][C:5]([O:14][CH3:15])=[C:4]([OH:16])[CH:3]=1, predict the reactants needed to synthesize it. The reactants are: [Cl:1][C:2]1[C:7]([CH2:8][CH2:9][C:10]([O:12]C)=[O:11])=[CH:6][C:5]([O:14][CH3:15])=[C:4]([O:16]CC2C=CC=CC=2)[CH:3]=1.Br.C(O)(=O)C. (4) Given the product [N:1]1([CH:10]([C:17]2[CH:22]=[CH:21][C:20]([CH2:23][CH3:24])=[CH:19][CH:18]=2)[CH2:11][C:12]([O:14][CH2:15][CH3:16])=[O:13])[C:5]2[CH:6]=[CH:7][CH:8]=[CH:9][C:4]=2[N:3]=[CH:2]1, predict the reactants needed to synthesize it. The reactants are: [N:1]1([C:10]([C:17]2[CH:22]=[CH:21][C:20]([CH2:23][CH3:24])=[CH:19][CH:18]=2)=[CH:11][C:12]([O:14][CH2:15][CH3:16])=[O:13])[C:5]2[CH:6]=[CH:7][CH:8]=[CH:9][C:4]=2[N:3]=[CH:2]1.C([O-])=O.[NH4+]. (5) Given the product [F:11][C:10]([F:13])([F:12])[C:6]1[CH:5]=[C:4]([CH:3]([NH:14][C:15](=[O:21])[O:16][C:17]([CH3:18])([CH3:20])[CH3:19])[CH2:2][NH:1][C:30](=[O:31])[O:32][CH3:33])[CH:9]=[CH:8][CH:7]=1, predict the reactants needed to synthesize it. The reactants are: [NH2:1][CH2:2][CH:3]([NH:14][C:15](=[O:21])[O:16][C:17]([CH3:20])([CH3:19])[CH3:18])[C:4]1[CH:9]=[CH:8][CH:7]=[C:6]([C:10]([F:13])([F:12])[F:11])[CH:5]=1.C(N(CC)CC)C.Cl[C:30]([O:32][CH3:33])=[O:31]. (6) The reactants are: [NH2:1][C:2]1[S:6][C:5]2[CH2:7][CH2:8][CH2:9][CH2:10][C:4]=2[C:3]=1[C:11]([C:13]1[CH:18]=[CH:17][CH:16]=[C:15]([C:19]([F:22])([F:21])[F:20])[CH:14]=1)=O.[C:23]([O:30][CH3:31])(=[O:29])[CH2:24][CH2:25][C:26]([CH3:28])=O.Cl[Si](C)(C)C. Given the product [CH3:28][C:26]1[N:1]=[C:2]2[S:6][C:5]3[CH2:7][CH2:8][CH2:9][CH2:10][C:4]=3[C:3]2=[C:11]([C:13]2[CH:18]=[CH:17][CH:16]=[C:15]([C:19]([F:22])([F:21])[F:20])[CH:14]=2)[C:25]=1[CH2:24][C:23]([O:30][CH3:31])=[O:29], predict the reactants needed to synthesize it.